Dataset: Reaction yield outcomes from USPTO patents with 853,638 reactions. Task: Predict the reaction yield, written as a fraction of the theoretical maximum amount of product (1.0 means a 100% yield; for example, 0.34 means a 34% yield). (1) The reactants are C[O-].[Na+].[C:4]([O:14]C)(=O)[CH2:5][S:6][CH2:7][CH2:8][C:9]([O:11][CH3:12])=[O:10].Cl. The catalyst is C1COCC1. The product is [CH3:12][O:11][C:9]([CH:8]1[C:4](=[O:14])[CH2:5][S:6][CH2:7]1)=[O:10]. The yield is 0.390. (2) The reactants are C(Cl)(=O)C(Cl)=O.[CH3:7][NH:8][C:9](=O)[CH3:10].N1C(C)=CC=CC=1C.[C:20]([NH:28][NH2:29])(=O)[C:21]1[CH:26]=[CH:25][N:24]=[CH:23][CH:22]=1. The catalyst is C(Cl)Cl. The product is [CH3:7][N:8]1[C:9]([CH3:10])=[N:29][N:28]=[C:20]1[C:21]1[CH:26]=[CH:25][N:24]=[CH:23][CH:22]=1. The yield is 0.440. (3) The reactants are [Cl:1][C:2]1[CH:11]=[CH:10][C:5]([C:6]([NH:8][NH2:9])=[O:7])=[CH:4][N:3]=1.[C:12](Cl)(=[O:14])[CH3:13]. No catalyst specified. The product is [C:12]([NH:9][NH:8][C:6](=[O:7])[C:5]1[CH:10]=[CH:11][C:2]([Cl:1])=[N:3][CH:4]=1)(=[O:14])[CH3:13]. The yield is 0.640. (4) The reactants are [Li+].C[Si]([N-][Si](C)(C)C)(C)C.[C:11]([O:15][C:16]([N:18]1[CH2:22][CH2:21][CH2:20][C:19]1=[O:23])=[O:17])([CH3:14])([CH3:13])[CH3:12].[CH3:24][C:25]1[CH:32]=[CH:31][C:28]([CH2:29]Br)=[CH:27][CH:26]=1.C1C[O:36]CC1. No catalyst specified. The product is [C:11]([O:15][C:16]([NH:18][CH2:22][CH2:21][CH:20]([CH2:24][C:25]1[CH:32]=[CH:31][C:28]([CH3:29])=[CH:27][CH:26]=1)[C:19]([OH:23])=[O:36])=[O:17])([CH3:14])([CH3:13])[CH3:12]. The yield is 0.490.